Dataset: Forward reaction prediction with 1.9M reactions from USPTO patents (1976-2016). Task: Predict the product of the given reaction. (1) Given the reactants [Br:1][C:2]1[C:3]([F:10])=[C:4]([OH:9])[C:5]([Cl:8])=[CH:6][CH:7]=1.CI.[C:13](=O)([O-])[O-].[K+].[K+], predict the reaction product. The product is: [Br:1][C:2]1[CH:7]=[CH:6][C:5]([Cl:8])=[C:4]([O:9][CH3:13])[C:3]=1[F:10]. (2) Given the reactants [Cl:1][C:2]1[CH:7]=[CH:6][C:5](B(O)O)=[CH:4][CH:3]=1.[NH2:11][C:12]1[CH:13]=[C:14]([S:18]([NH:21][C:22]([C:24]2[C:25](Cl)=[N:26][C:27]([C:30]([CH3:33])([CH3:32])[CH3:31])=[CH:28][CH:29]=2)=[O:23])(=[O:20])=[O:19])[CH:15]=[CH:16][CH:17]=1.C([O-])([O-])=O.[Na+].[Na+], predict the reaction product. The product is: [NH2:11][C:12]1[CH:13]=[C:14]([S:18]([NH:21][C:22]([C:24]2[C:25]([C:5]3[CH:6]=[CH:7][C:2]([Cl:1])=[CH:3][CH:4]=3)=[N:26][C:27]([C:30]([CH3:33])([CH3:32])[CH3:31])=[CH:28][CH:29]=2)=[O:23])(=[O:20])=[O:19])[CH:15]=[CH:16][CH:17]=1.